From a dataset of Forward reaction prediction with 1.9M reactions from USPTO patents (1976-2016). Predict the product of the given reaction. (1) Given the reactants [CH:1]1([NH:4][C:5]([C:7]2[CH:12]=[CH:11][C:10]([C:13]3[CH:18]=[CH:17][C:16]([CH2:19][C@H:20]([NH:35][C:36]([C@H:38]4[CH2:43][CH2:42][C@H:41]([CH2:44][NH:45]C(=O)OC(C)(C)C)[CH2:40][CH2:39]4)=[O:37])[C:21](=[O:34])[NH:22][C:23]4[CH:28]=[CH:27][C:26]([C:29]5[NH:33][N:32]=[N:31][N:30]=5)=[CH:25][CH:24]=4)=[CH:15][CH:14]=3)=[CH:9][CH:8]=2)=[O:6])[CH2:3][CH2:2]1.[ClH:53].C(#N)C, predict the reaction product. The product is: [ClH:53].[NH2:45][CH2:44][C@H:41]1[CH2:40][CH2:39][C@H:38]([C:36]([NH:35][C@H:20]([C:21](=[O:34])[NH:22][C:23]2[CH:24]=[CH:25][C:26]([C:29]3[NH:33][N:32]=[N:31][N:30]=3)=[CH:27][CH:28]=2)[CH2:19][C:16]2[CH:15]=[CH:14][C:13]([C:10]3[CH:11]=[CH:12][C:7]([C:5]([NH:4][CH:1]4[CH2:2][CH2:3]4)=[O:6])=[CH:8][CH:9]=3)=[CH:18][CH:17]=2)=[O:37])[CH2:43][CH2:42]1. (2) Given the reactants Cl[C:2]1[N:7]2[N:8]=[CH:9][C:10]([C:11]([O:13][CH2:14][CH3:15])=[O:12])=[C:6]2[N:5]=[CH:4][C:3]=1[C:16]([N:18]1[CH2:23][CH2:22][C:21]2([C:31]3[C:26](=[CH:27][CH:28]=[CH:29][CH:30]=3)[CH2:25][CH2:24]2)[CH2:20][CH2:19]1)=[O:17].[NH2:32][C:33]1[C:34]([CH3:39])=[CH:35][CH:36]=[CH:37][CH:38]=1, predict the reaction product. The product is: [CH2:14]([O:13][C:11]([C:10]1[CH:9]=[N:8][N:7]2[C:2]([NH:32][C:33]3[CH:38]=[CH:37][CH:36]=[CH:35][C:34]=3[CH3:39])=[C:3]([C:16]([N:18]3[CH2:19][CH2:20][C:21]4([C:31]5[C:26](=[CH:27][CH:28]=[CH:29][CH:30]=5)[CH2:25][CH2:24]4)[CH2:22][CH2:23]3)=[O:17])[CH:4]=[N:5][C:6]=12)=[O:12])[CH3:15]. (3) Given the reactants [F:1][C:2]1[C:7]([F:8])=[CH:6][C:5]([C:9]2[CH:14]=[CH:13][C:12]([O:15][CH2:16][C:17]3[CH:18]=[CH:19][C:20]4[O:24][N:23]=[C:22]([OH:25])[C:21]=4[CH:26]=3)=[CH:11][CH:10]=2)=[C:4]([O:27][CH3:28])[CH:3]=1.C(=O)([O-])[O-].[Cs+].[Cs+].Br[CH2:36][C:37]([O:39][CH2:40][CH3:41])=[O:38], predict the reaction product. The product is: [CH2:40]([O:39][C:37](=[O:38])[CH2:36][O:25][C:22]1[C:21]2[CH:26]=[C:17]([CH2:16][O:15][C:12]3[CH:11]=[CH:10][C:9]([C:5]4[CH:6]=[C:7]([F:8])[C:2]([F:1])=[CH:3][C:4]=4[O:27][CH3:28])=[CH:14][CH:13]=3)[CH:18]=[CH:19][C:20]=2[O:24][N:23]=1)[CH3:41]. (4) Given the reactants [CH2:1]([N:3]1[C:7]2[CH:8]=[CH:9][CH:10]=[CH:11][C:6]=2[NH:5][CH:4]1[CH2:12][C:13]#[N:14])[CH3:2].[Cl:15][C:16]1[N:21]=[C:20](Cl)[CH:19]=[CH:18][N:17]=1, predict the reaction product. The product is: [Cl:15][C:16]1[N:21]=[C:20]([CH:12]([CH:4]2[N:3]([CH2:1][CH3:2])[C:7]3[CH:8]=[CH:9][CH:10]=[CH:11][C:6]=3[NH:5]2)[C:13]#[N:14])[CH:19]=[CH:18][N:17]=1.